From a dataset of Catalyst prediction with 721,799 reactions and 888 catalyst types from USPTO. Predict which catalyst facilitates the given reaction. Reactant: [Na].CC(C)(C)C([O:6][CH2:7][C:8]1[S:9][C:10]2[C:15]([N:16]=1)=[CH:14][C:13]([NH:17][C:18]([C:20]1[N:21]([CH2:30][C:31]3[CH:36]=[CH:35][CH:34]=[C:33]([F:37])[CH:32]=3)[C:22]3[C:27]([CH:28]=1)=[CH:26][C:25]([F:29])=[CH:24][CH:23]=3)=[O:19])=[CH:12][N:11]=2)=O. Product: [OH:6][CH2:7][C:8]1[S:9][C:10]2[C:15]([N:16]=1)=[CH:14][C:13]([NH:17][C:18]([C:20]1[N:21]([CH2:30][C:31]3[CH:36]=[CH:35][CH:34]=[C:33]([F:37])[CH:32]=3)[C:22]3[C:27]([CH:28]=1)=[CH:26][C:25]([F:29])=[CH:24][CH:23]=3)=[O:19])=[CH:12][N:11]=2. The catalyst class is: 5.